Dataset: Forward reaction prediction with 1.9M reactions from USPTO patents (1976-2016). Task: Predict the product of the given reaction. (1) Given the reactants [O:1]1[CH:5]=[CH:4][CH:3]=[C:2]1[CH2:6][NH:7][S:8]([C:11]1[CH:12]=[C:13]2[C:17](=[CH:18][CH:19]=1)[NH:16][C:15](=[O:20])[C:14]2=O)(=[O:10])=[O:9].[N+:22]([C:25]1[CH:30]=[CH:29][CH:28]=[CH:27][C:26]=1[NH:31][NH2:32])([O-:24])=[O:23], predict the reaction product. The product is: [O:1]1[CH:5]=[CH:4][CH:3]=[C:2]1[CH2:6][NH:7][S:8]([C:11]1[CH:12]=[C:13]2[C:17](=[CH:18][CH:19]=1)[NH:16][C:15](=[O:20])[C:14]2=[N:32][NH:31][C:26]1[CH:27]=[CH:28][CH:29]=[CH:30][C:25]=1[N+:22]([O-:24])=[O:23])(=[O:10])=[O:9]. (2) Given the reactants [CH:1]1[CH2:5][CH:4]=[CH:3][CH:2]=1.[C:6]([Cl:10])(=[O:9])[CH:7]=[CH2:8], predict the reaction product. The product is: [CH:2]12[CH2:1][CH:5]([CH:7]([C:6]([Cl:10])=[O:9])[CH2:8]1)[CH:4]=[CH:3]2. (3) The product is: [Br:1][C:2]1[N:3]([CH2:23][CH2:22][CH2:21][C:20]#[CH:19])[C:4]2[C:9]([N:10]=1)=[C:8]([NH2:11])[N:7]=[CH:6][N:5]=2. Given the reactants [Br:1][C:2]1[NH:3][C:4]2[C:9]([N:10]=1)=[C:8]([NH2:11])[N:7]=[CH:6][N:5]=2.C([O-])([O-])=O.[Cs+].[Cs+].Cl[CH2:19][CH2:20][CH2:21][C:22]#[CH:23], predict the reaction product. (4) Given the reactants [C:1]([O:5][C:6]([NH:8][CH2:9][C:10]1[CH:18]=[CH:17][C:13]([C:14]([OH:16])=O)=[CH:12][CH:11]=1)=[O:7])([CH3:4])([CH3:3])[CH3:2].CCN=C=NCCCN(C)C.Cl.C1C=CC2N(O)N=NC=2C=1.[CH2:41]([N:44]([CH2:48][C:49]1[CH:55]=[CH:54][C:52]([NH2:53])=[CH:51][CH:50]=1)[CH2:45][CH2:46][CH3:47])[CH2:42][CH3:43].[OH-].[Na+], predict the reaction product. The product is: [C:1]([O:5][C:6](=[O:7])[NH:8][CH2:9][C:10]1[CH:11]=[CH:12][C:13]([C:14](=[O:16])[NH:53][C:52]2[CH:54]=[CH:55][C:49]([CH2:48][N:44]([CH2:45][CH2:46][CH3:47])[CH2:41][CH2:42][CH3:43])=[CH:50][CH:51]=2)=[CH:17][CH:18]=1)([CH3:2])([CH3:3])[CH3:4]. (5) The product is: [Br:1][C:2]1[C:3](=[O:31])[N:4]([C:19]2[CH:20]=[C:21]([CH:26]=[CH:27][C:28]=2[O:29][CH3:30])[C:22]([OH:24])=[O:23])[C:5]([CH3:18])=[CH:6][C:7]=1[O:8][CH2:9][C:10]1[CH:15]=[CH:14][C:13]([F:16])=[CH:12][C:11]=1[F:17]. Given the reactants [Br:1][C:2]1[C:3](=[O:31])[N:4]([C:19]2[CH:20]=[C:21]([CH:26]=[CH:27][C:28]=2[O:29][CH3:30])[C:22]([O:24]C)=[O:23])[C:5]([CH3:18])=[CH:6][C:7]=1[O:8][CH2:9][C:10]1[CH:15]=[CH:14][C:13]([F:16])=[CH:12][C:11]=1[F:17].O1CCCC1.CO.[OH-].[Na+], predict the reaction product. (6) The product is: [CH3:15][O:5][C:4](=[O:6])[C:3]1[CH:7]=[CH:8][CH:9]=[N:10][C:2]=1[Cl:1]. Given the reactants [Cl:1][C:2]1[N:10]=[CH:9][CH:8]=[CH:7][C:3]=1[C:4]([OH:6])=[O:5].S(Cl)(Cl)=O.[CH2:15](N(CC)CC)C, predict the reaction product. (7) The product is: [CH3:32][N:24]1[C:25]2[C:26](=[N:27][CH:28]=[CH:29][C:30]=2[CH3:31])[N:22]([C:19]2[CH:18]=[CH:17][C:16]([O:15][C:3]3[N:2]([CH3:1])[C:6]4=[N:7][CH:8]=[CH:9][CH:10]=[C:5]4[N:4]=3)=[CH:21][CH:20]=2)[C:23]1=[O:33]. Given the reactants [CH3:1][N:2]1[C:6]2=[N:7][CH:8]=[CH:9][CH:10]=[C:5]2[N:4]=[C:3]1S(C)(=O)=O.[OH:15][C:16]1[CH:21]=[CH:20][C:19]([N:22]2[C:26]3=[N:27][CH:28]=[CH:29][C:30]([CH3:31])=[C:25]3[N:24]([CH3:32])[C:23]2=[O:33])=[CH:18][CH:17]=1.CC(C)([O-])C.[K+], predict the reaction product.